Dataset: Full USPTO retrosynthesis dataset with 1.9M reactions from patents (1976-2016). Task: Predict the reactants needed to synthesize the given product. (1) Given the product [CH3:20][N:18]1[CH:19]=[C:15]([N:14]2[C:5]3[C:4]4[CH:3]=[C:2]([C:2]5[CH:11]=[CH:29][C:28]([C:27]6[NH:31][CH:30]=[CH:25][N:26]=6)=[CH:4][CH:3]=5)[CH:11]=[CH:10][C:9]=4[N:8]=[CH:7][C:6]=3[N:12]([CH3:23])[C:13]2=[O:22])[C:16]([CH3:21])=[N:17]1, predict the reactants needed to synthesize it. The reactants are: Br[C:2]1[CH:11]=[CH:10][C:9]2[N:8]=[CH:7][C:6]3[N:12]([CH3:23])[C:13](=[O:22])[N:14]([C:15]4[C:16]([CH3:21])=[N:17][N:18]([CH3:20])[CH:19]=4)[C:5]=3[C:4]=2[CH:3]=1.C[C:25]1[C:30]([NH:31]S(C)(=O)=O)=[CH:29][C:28](B2OC(C)(C)C(C)(C)O2)=[CH:27][N:26]=1. (2) Given the product [OH:28][C@@:21]1([C:19]#[C:20][C:2]2[CH:7]=[CH:6][N:5]=[C:4]([N:8]3[C:12]4[CH2:13][CH2:14][CH2:15][C:11]=4[C:10]([C:16]([NH2:18])=[O:17])=[N:9]3)[CH:3]=2)[CH2:25][CH2:24][N:23]([CH3:26])[C:22]1=[O:27], predict the reactants needed to synthesize it. The reactants are: I[C:2]1[CH:7]=[CH:6][N:5]=[C:4]([N:8]2[C:12]3[CH2:13][CH2:14][CH2:15][C:11]=3[C:10]([C:16]([NH2:18])=[O:17])=[N:9]2)[CH:3]=1.[C:19]([C@:21]1([OH:28])[CH2:25][CH2:24][N:23]([CH3:26])[C:22]1=[O:27])#[CH:20]. (3) Given the product [OH:10][CH:9]([C@@H:11]1[CH2:16][CH2:15][C@H:14]([CH2:17][NH:18][C:19](=[O:25])[O:20][C:21]([CH3:23])([CH3:22])[CH3:24])[CH2:13][CH2:12]1)[CH2:8][CH2:7][C:1]1[CH:6]=[CH:5][CH:4]=[CH:3][CH:2]=1, predict the reactants needed to synthesize it. The reactants are: [C:1]1([CH2:7][CH2:8][C:9]([C@@H:11]2[CH2:16][CH2:15][C@H:14]([CH2:17][NH:18][C:19](=[O:25])[O:20][C:21]([CH3:24])([CH3:23])[CH3:22])[CH2:13][CH2:12]2)=[O:10])[CH:6]=[CH:5][CH:4]=[CH:3][CH:2]=1.[BH4-].[Na+]. (4) Given the product [CH:20]1(/[CH:25]=[C:26](\[C:2]2[CH:7]=[CH:6][C:5]([S:8]([NH:11][CH2:12][CH2:13][C:14]3[CH:19]=[CH:18][CH:17]=[CH:16][N:15]=3)(=[O:10])=[O:9])=[CH:4][CH:3]=2)/[CH2:27][OH:28])[CH2:24][CH2:23][CH2:22][CH2:21]1, predict the reactants needed to synthesize it. The reactants are: Br[C:2]1[CH:7]=[CH:6][C:5]([S:8]([NH:11][CH2:12][CH2:13][C:14]2[CH:19]=[CH:18][CH:17]=[CH:16][N:15]=2)(=[O:10])=[O:9])=[CH:4][CH:3]=1.[CH:20]1(/[CH:25]=[C:26](\B2OC(C)(C)C(C)(C)O2)/[CH2:27][OH:28])[CH2:24][CH2:23][CH2:22][CH2:21]1.[F-].[Cs+].C1COCC1. (5) Given the product [C:19]([O-:32])(=[O:31])[CH2:20][CH2:21][CH2:22][CH2:23][CH2:24][CH2:25][CH2:26][CH2:27][CH2:28][CH2:29][CH3:30].[CH2:15]([N+:6]([CH2:2][CH2:3][CH2:4][CH3:5])([CH2:7][CH2:8][CH2:9][CH3:10])[CH2:11][CH2:12][CH2:13][CH3:14])[CH2:16][CH2:17][CH3:18], predict the reactants needed to synthesize it. The reactants are: [OH-].[CH2:2]([N+:6]([CH2:15][CH2:16][CH2:17][CH3:18])([CH2:11][CH2:12][CH2:13][CH3:14])[CH2:7][CH2:8][CH2:9][CH3:10])[CH2:3][CH2:4][CH3:5].[C:19]([OH:32])(=[O:31])[CH2:20][CH2:21][CH2:22][CH2:23][CH2:24][CH2:25][CH2:26][CH2:27][CH2:28][CH2:29][CH3:30]. (6) Given the product [I:12][C:11]1[CH:10]=[CH:9][S:8][C:7]=1[C:5](=[O:6])[C:4]([OH:13])=[O:3], predict the reactants needed to synthesize it. The reactants are: C([O:3][C:4](=[O:13])[C:5]([C:7]1[S:8][CH:9]=[CH:10][C:11]=1[I:12])=[O:6])C. (7) Given the product [C:11]1([C:14]2[CH:19]=[CH:18][CH:17]=[CH:16][CH:15]=2)[CH:10]=[CH:9][C:8]([NH:7][C:5](=[O:6])[C:4]2[CH:20]=[CH:21][C:22]([C:23]([F:24])([F:25])[F:26])=[C:2]([NH:1][C:35](=[O:36])[C:34]([Br:33])([CH3:39])[CH3:38])[CH:3]=2)=[CH:13][CH:12]=1, predict the reactants needed to synthesize it. The reactants are: [NH2:1][C:2]1[CH:3]=[C:4]([CH:20]=[CH:21][C:22]=1[C:23]([F:26])([F:25])[F:24])[C:5]([NH:7][C:8]1[CH:13]=[CH:12][C:11]([C:14]2[CH:19]=[CH:18][CH:17]=[CH:16][CH:15]=2)=[CH:10][CH:9]=1)=[O:6].N1C=CC=CC=1.[Br:33][C:34]([CH3:39])([CH3:38])[C:35](Br)=[O:36].O. (8) Given the product [Br:13][C:14]1[CH:15]=[C:16]([CH3:21])[C:17]([F:20])=[C:18]([CH:19]=1)[CH:25]=[O:26], predict the reactants needed to synthesize it. The reactants are: C(NC(C)C)(C)C.[Li]CCCC.[Br:13][C:14]1[CH:19]=[CH:18][C:17]([F:20])=[C:16]([CH3:21])[CH:15]=1.CN([CH:25]=[O:26])C. (9) Given the product [CH3:23][N:20]1[CH2:21][CH2:22][CH:17]([O:1][C:2]2[CH:11]=[CH:10][C:5]([C:6]([O:8][CH3:9])=[O:7])=[CH:4][C:3]=2[C:12]([F:13])([F:14])[F:15])[CH2:18][CH2:19]1, predict the reactants needed to synthesize it. The reactants are: [OH:1][C:2]1[CH:11]=[CH:10][C:5]([C:6]([O:8][CH3:9])=[O:7])=[CH:4][C:3]=1[C:12]([F:15])([F:14])[F:13].O[CH:17]1[CH2:22][CH2:21][N:20]([CH3:23])[CH2:19][CH2:18]1.C1C=CC(P(C2C=CC=CC=2)C2C=CC=CC=2)=CC=1.CC(OC(/N=N/C(OC(C)C)=O)=O)C. (10) Given the product [Br:1][C:2]1[CH:3]=[C:4]([N:8]2[CH2:15][C@@H:14]([CH3:16])[CH2:13][C@H:9]2[C:10]([NH:41][CH2:36][C:35]#[N:34])=[O:12])[CH:5]=[CH:6][CH:7]=1, predict the reactants needed to synthesize it. The reactants are: [Br:1][C:2]1[CH:3]=[C:4]([N:8]2[CH2:15][C@@H:14]([CH3:16])[CH2:13][C@H:9]2[C:10]([OH:12])=O)[CH:5]=[CH:6][CH:7]=1.C1CN([P+](O[N:34]2N=[N:41][C:36]3C=CC=C[C:35]2=3)(N2CCCC2)N2CCCC2)CC1.F[P-](F)(F)(F)(F)F.Cl.NCC#N.C(N(CC)CC)C.C([O-])(O)=O.[Na+].